This data is from Reaction yield outcomes from USPTO patents with 853,638 reactions. The task is: Predict the reaction yield, written as a fraction of the theoretical maximum amount of product (1.0 means a 100% yield; for example, 0.34 means a 34% yield). (1) The reactants are [C:1]([C:3]1[CH:8]=[CH:7][CH:6]=[CH:5][C:4]=1[C:9]1[CH:14]=[CH:13][C:12]([CH2:15][C:16]2[C:17](=[O:38])[N:18]([CH:28]3[CH2:31][CH:30]([C:32]([O:34]CCC)=O)[CH2:29]3)[C:19]3[N:20]([N:25]=[CH:26][N:27]=3)[C:21]=2[CH2:22][CH2:23][CH3:24])=[CH:11][CH:10]=1)#[N:2].[OH-].[Na+].Cl.[CH3:42][Mg]Br.[Cl-].[NH4+]. The catalyst is O1CCCC1.O.CO. The product is [C:32]([C@H:30]1[CH2:31][C@H:28]([N:18]2[C:17](=[O:38])[C:16]([CH2:15][C:12]3[CH:13]=[CH:14][C:9]([C:4]4[C:3]([C:1]#[N:2])=[CH:8][CH:7]=[CH:6][CH:5]=4)=[CH:10][CH:11]=3)=[C:21]([CH2:22][CH2:23][CH3:24])[N:20]3[N:25]=[CH:26][N:27]=[C:19]23)[CH2:29]1)(=[O:34])[CH3:42]. The yield is 0.280. (2) The reactants are [Br:1][C:2]1[N:6]2[N:7]=[C:8]([C:11]3[CH:19]=[CH:18][C:14]([C:15]([OH:17])=O)=[CH:13][CH:12]=3)[CH:9]=[CH:10][C:5]2=[N:4][CH:3]=1.CN1CCOCC1.CN(C(ON1N=NC2C=CC=NC1=2)=[N+](C)C)C.F[P-](F)(F)(F)(F)F.[CH3:51][N:52]([CH3:59])[CH:53]1[CH2:58][CH2:57][NH:56][CH2:55][CH2:54]1. The catalyst is CN(C=O)C.CCOC(C)=O. The product is [Br:1][C:2]1[N:6]2[N:7]=[C:8]([C:11]3[CH:12]=[CH:13][C:14]([C:15]([N:56]4[CH2:57][CH2:58][CH:53]([N:52]([CH3:59])[CH3:51])[CH2:54][CH2:55]4)=[O:17])=[CH:18][CH:19]=3)[CH:9]=[CH:10][C:5]2=[N:4][CH:3]=1. The yield is 0.520. (3) The reactants are [Cl:1]N1C(=O)CCC1=O.[NH2:9][C:10]([NH:12][C:13]1[NH:14][C:15]([C:21]2[CH:26]=[CH:25][C:24]([Br:27])=[CH:23][CH:22]=2)=[CH:16][C:17]=1[C:18]([NH2:20])=[O:19])=[O:11].O. The catalyst is CN(C)C=O. The product is [NH2:9][C:10]([NH:12][C:13]1[NH:14][C:15]([C:21]2[CH:26]=[CH:25][C:24]([Br:27])=[CH:23][CH:22]=2)=[C:16]([Cl:1])[C:17]=1[C:18]([NH2:20])=[O:19])=[O:11]. The yield is 0.510. (4) The reactants are [Br:1][C:2]1[C:3](=[O:29])[N:4]([C:20]2[CH:21]=[C:22]([CH:26]=[CH:27][CH:28]=2)[C:23]([NH2:25])=[O:24])[C:5]([CH2:18][OH:19])=[CH:6][C:7]=1[O:8][CH2:9][C:10]1[CH:15]=[CH:14][C:13]([F:16])=[CH:12][C:11]=1[F:17].ClC(Cl)(Cl)[C:32](Cl)=[O:33].[NH4+:37].[OH-]. The catalyst is O1CCCC1.O. The product is [C:32](=[O:33])([O:19][CH2:18][C:5]1[N:4]([C:20]2[CH:28]=[CH:27][CH:26]=[C:22]([C:23]([NH2:25])=[O:24])[CH:21]=2)[C:3](=[O:29])[C:2]([Br:1])=[C:7]([O:8][CH2:9][C:10]2[CH:15]=[CH:14][C:13]([F:16])=[CH:12][C:11]=2[F:17])[CH:6]=1)[NH2:37]. The yield is 0.780. (5) The reactants are [O:1]1CCO[CH:2]1[C:6]1[CH:7]=[C:8]([CH:12]2[C:16]3[C:17]([CH3:31])=[C:18]([NH:23][C:24](=[O:30])[CH2:25][C:26]([CH3:29])([CH3:28])[CH3:27])[C:19]([CH3:22])=[C:20]([CH3:21])[C:15]=3[O:14][CH2:13]2)[CH:9]=[CH:10][CH:11]=1.C1(C)C=CC(S(O)(=O)=O)=CC=1.[NH+]1C=CC=CC=1.O. The catalyst is CC(C)=O.C(OCC)(=O)C. The product is [CH:2]([C:6]1[CH:7]=[C:8]([CH:12]2[C:16]3[C:17]([CH3:31])=[C:18]([NH:23][C:24](=[O:30])[CH2:25][C:26]([CH3:27])([CH3:28])[CH3:29])[C:19]([CH3:22])=[C:20]([CH3:21])[C:15]=3[O:14][CH2:13]2)[CH:9]=[CH:10][CH:11]=1)=[O:1]. The yield is 0.960. (6) The reactants are [C:1]([O:9][C@@H:10]1[C@H:14]([CH2:15][O:16][C:17](=[O:24])[C:18]2[CH:23]=[CH:22][CH:21]=[CH:20][CH:19]=2)[O:13][C@H:12]([N:25]2[CH:32]=[CH:31][C:29](=[O:30])[NH:28][C:26]2=[O:27])[C@H:11]1[OH:33])(=[O:8])[C:2]1[CH:7]=[CH:6][CH:5]=[CH:4][CH:3]=1.C1(N=C=NC2CCCCC2)CCCCC1.ClC(Cl)C(O)=O.C(O)(=O)C(O)=O.[BH4-].[Na+]. The catalyst is C(OCC)(=O)C.CO.N1C=CC=CC=1.C1C=CC=CC=1.CS(C)=O. The product is [C:1]([O:9][C@H:10]1[C@H:14]([CH2:15][O:16][C:17](=[O:24])[C:18]2[CH:23]=[CH:22][CH:21]=[CH:20][CH:19]=2)[O:13][C@H:12]([N:25]2[CH:32]=[CH:31][C:29](=[O:30])[NH:28][C:26]2=[O:27])[C@@H:11]1[OH:33])(=[O:8])[C:2]1[CH:7]=[CH:6][CH:5]=[CH:4][CH:3]=1. The yield is 0.660. (7) The reactants are CN1CCN(C2C=CC(NC3C4N(N=CN=4)C(C4C=C(C(N)=O)SC=4)=CN=3)=CC=2)CC1.[Br:32][C:33]1[N:38]2[N:39]=[CH:40][N:41]=[C:37]2[C:36](Br)=[N:35][CH:34]=1.[C:43]([O:47][C:48]([N:50]1[CH2:55][CH2:54][N:53]([C:56]2[CH:61]=[CH:60][C:59]([NH2:62])=[CH:58][CH:57]=2)[C:52](=[O:63])[CH2:51]1)=[O:49])([CH3:46])([CH3:45])[CH3:44].C(N(C(C)C)C(C)C)C. The catalyst is CC(O)C. The product is [C:43]([O:47][C:48]([N:50]1[CH2:55][CH2:54][N:53]([C:56]2[CH:57]=[CH:58][C:59]([NH:62][C:36]3[C:37]4[N:38]([N:39]=[CH:40][N:41]=4)[C:33]([Br:32])=[CH:34][N:35]=3)=[CH:60][CH:61]=2)[C:52](=[O:63])[CH2:51]1)=[O:49])([CH3:46])([CH3:44])[CH3:45]. The yield is 0.510. (8) The reactants are [NH2:1][C:2]1[CH:6]=[CH:5][NH:4][N:3]=1.C(N(CC)CC)C.[C:14](Cl)(=[O:19])[C:15]([CH3:18])([CH3:17])[CH3:16].[OH-].[Na+]. The catalyst is C(Cl)Cl.CO. The product is [CH3:16][C:15]([CH3:18])([CH3:17])[C:14]([NH:1][C:2]1[CH:6]=[CH:5][NH:4][N:3]=1)=[O:19]. The yield is 0.760.